This data is from Catalyst prediction with 721,799 reactions and 888 catalyst types from USPTO. The task is: Predict which catalyst facilitates the given reaction. Reactant: C(O[C:4](=[C:11]1[C:19]2[C:14](=[CH:15][CH:16]=[C:17]([N+:20]([O-:22])=[O:21])[CH:18]=2)[NH:13][C:12]1=[O:23])[C:5]1[CH:10]=[CH:9][CH:8]=[CH:7][CH:6]=1)C.[CH2:24]([O:26][C:27]([CH2:29][CH2:30][NH:31][CH2:32][C:33]1[CH:34]=[C:35]([CH:37]=[CH:38][CH:39]=1)[NH2:36])=[O:28])[CH3:25]. Product: [CH2:24]([O:26][C:27]([CH2:29][CH2:30][NH:31][CH2:32][C:33]1[CH:34]=[C:35]([NH:36]/[C:4](=[C:11]2\[C:12](=[O:23])[NH:13][C:14]3[C:19]\2=[CH:18][C:17]([N+:20]([O-:22])=[O:21])=[CH:16][CH:15]=3)/[C:5]2[CH:10]=[CH:9][CH:8]=[CH:7][CH:6]=2)[CH:37]=[CH:38][CH:39]=1)=[O:28])[CH3:25]. The catalyst class is: 3.